Task: Predict the reaction yield, written as a fraction of the theoretical maximum amount of product (1.0 means a 100% yield; for example, 0.34 means a 34% yield).. Dataset: Reaction yield outcomes from USPTO patents with 853,638 reactions (1) The reactants are [CH3:1][C@@:2]12[C:9]([CH3:11])([CH3:10])[CH:6]([CH2:7][CH2:8]1)[C:5](=[O:12])[CH2:4][C:3]2=[O:13].C(N(CC)CC)C.[F:21][C:22]([F:33])([F:32])[C:23]1[CH:28]=[CH:27][C:26]([N:29]=[C:30]=[O:31])=[CH:25][CH:24]=1. The catalyst is CN(C)C1C=CN=CC=1.ClCCl. The product is [F:21][C:22]([F:32])([F:33])[C:23]1[CH:24]=[CH:25][C:26]([NH:29][C:30]([CH:4]2[C:5](=[O:12])[CH:6]3[C:9]([CH3:10])([CH3:11])[C@:2]([CH3:1])([CH2:8][CH2:7]3)[C:3]2=[O:13])=[O:31])=[CH:27][CH:28]=1. The yield is 0.490. (2) The reactants are [CH3:1][C:2]1[C:6]([C:7]2[CH:8]=[C:9]([C:29]([NH2:31])=[O:30])[C:10]3[NH:11][C:12]4[C:17]([C:18]=3[CH:19]=2)=[CH:16][CH:15]=[C:14]([C:20]([N:23]2[CH2:28][CH2:27][O:26][CH2:25][CH2:24]2)([CH3:22])[CH3:21])[CH:13]=4)=[C:5]([CH3:32])[O:4][N:3]=1.Br[CH2:34][CH:35]1[CH2:37][CH2:36]1.C(=O)([O-])[O-].[K+].[K+]. The catalyst is CC(C)=O. The product is [CH:35]1([CH2:34][N:11]2[C:10]3[C:9]([C:29]([NH2:31])=[O:30])=[CH:8][C:7]([C:6]4[C:2]([CH3:1])=[N:3][O:4][C:5]=4[CH3:32])=[CH:19][C:18]=3[C:17]3[C:12]2=[CH:13][C:14]([C:20]([CH3:22])([N:23]2[CH2:28][CH2:27][O:26][CH2:25][CH2:24]2)[CH3:21])=[CH:15][CH:16]=3)[CH2:37][CH2:36]1. The yield is 0.140. (3) The reactants are C(OC([N:11]1[CH2:16][CH2:15][N:14]([CH3:17])[CH2:13][CH:12]1[C:18]([C:20]1[O:21][C:22]2[CH:28]=[CH:27][C:26]([F:29])=[CH:25][C:23]=2[CH:24]=1)=[O:19])=O)C1C=CC=CC=1.CO. The catalyst is C(OCC)(=O)C.[Pd]. The product is [F:29][C:26]1[CH:27]=[CH:28][C:22]2[O:21][C:20]([CH:18]([CH:12]3[CH2:13][N:14]([CH3:17])[CH2:15][CH2:16][NH:11]3)[OH:19])=[CH:24][C:23]=2[CH:25]=1. The yield is 0.900. (4) The reactants are [F:1][C:2]1[CH:7]=[CH:6][C:5]([C:8]2[C:16]3[C:15]([O:17][CH2:18][CH2:19][CH2:20][O:21][C:22]4[CH:23]=[C:24]([CH:26]=[CH:27][CH:28]=4)[NH2:25])=[N:14][CH:13]=[N:12][C:11]=3[S:10][CH:9]=2)=[CH:4][CH:3]=1.C(N(C(C)C)CC)(C)C.[CH:38]1([C:41](Cl)=[O:42])[CH2:40][CH2:39]1. The catalyst is ClCCl. The product is [F:1][C:2]1[CH:7]=[CH:6][C:5]([C:8]2[C:16]3[C:15]([O:17][CH2:18][CH2:19][CH2:20][O:21][C:22]4[CH:23]=[C:24]([NH:25][C:41]([CH:38]5[CH2:40][CH2:39]5)=[O:42])[CH:26]=[CH:27][CH:28]=4)=[N:14][CH:13]=[N:12][C:11]=3[S:10][CH:9]=2)=[CH:4][CH:3]=1. The yield is 1.00. (5) The yield is 0.880. The catalyst is C(O)(=O)C.O.[Fe]. The reactants are [CH2:1]([O:8][C:9]1[CH:16]=[CH:15][C:12]([C:13]#[N:14])=[C:11]([N+:17]([O-])=O)[C:10]=1[O:20][CH3:21])[C:2]1[CH:7]=[CH:6][CH:5]=[CH:4][CH:3]=1.[Cl-].[Na+].C(=O)(O)[O-].[Na+]. The product is [NH2:17][C:11]1[C:10]([O:20][CH3:21])=[C:9]([O:8][CH2:1][C:2]2[CH:3]=[CH:4][CH:5]=[CH:6][CH:7]=2)[CH:16]=[CH:15][C:12]=1[C:13]#[N:14]. (6) The reactants are C(O[C:6]([N:8]1[CH2:13][CH2:12][CH2:11][CH:10]([CH2:14][NH:15][C:16](=O)[CH2:17][CH2:18][C:19]2[CH:24]=[CH:23]C=CC=2F)[CH2:9]1)=O)(C)(C)C.C(O)(C(F)(F)[F:30])=O.[C:34]([O-:37])([O-])=O.[K+].[K+].BrC[CH2:42][C:43]1[CH:48]=[CH:47][CH:46]=[CH:45][CH:44]=1.[OH-].[Na+].[CH3:51][C:52]#N. The catalyst is C(Cl)Cl. The product is [F:30][C:23]1[CH:24]=[CH:19][CH:18]=[CH:17][C:16]=1[N:15]([CH2:14][CH:10]1[CH2:11][CH2:12][CH2:13][N:8]([CH2:6][CH2:42][C:43]2[CH:44]=[CH:45][CH:46]=[CH:47][CH:48]=2)[CH2:9]1)[C:34](=[O:37])[CH2:51][CH3:52]. The yield is 0.850.